The task is: Predict the product of the given reaction.. This data is from Forward reaction prediction with 1.9M reactions from USPTO patents (1976-2016). Given the reactants [CH3:1][C:2]1[CH:8]=[CH:7][C:6]([C:9]2[N:10]=[C:11]3[N:16]([CH:17]=2)[N:15]=[C:14]([C:18]2[C:19]([C:24]([F:27])([F:26])[F:25])=[N:20][CH:21]=[CH:22][CH:23]=2)[CH:13]=[CH:12]3)=[CH:5][C:3]=1[NH2:4].[Br:28][C:29]1[CH:30]=[C:31]([CH:35]=[CH:36][CH:37]=1)[C:32](Cl)=[O:33].N1C=CC=CC=1, predict the reaction product. The product is: [Br:28][C:29]1[CH:30]=[C:31]([CH:35]=[CH:36][CH:37]=1)[C:32]([NH:4][C:3]1[CH:5]=[C:6]([C:9]2[N:10]=[C:11]3[N:16]([CH:17]=2)[N:15]=[C:14]([C:18]2[C:19]([C:24]([F:25])([F:27])[F:26])=[N:20][CH:21]=[CH:22][CH:23]=2)[CH:13]=[CH:12]3)[CH:7]=[CH:8][C:2]=1[CH3:1])=[O:33].